Dataset: NCI-60 drug combinations with 297,098 pairs across 59 cell lines. Task: Regression. Given two drug SMILES strings and cell line genomic features, predict the synergy score measuring deviation from expected non-interaction effect. (1) Synergy scores: CSS=6.86, Synergy_ZIP=-1.55, Synergy_Bliss=2.61, Synergy_Loewe=-0.529, Synergy_HSA=2.30. Drug 1: CN1CCC(CC1)COC2=C(C=C3C(=C2)N=CN=C3NC4=C(C=C(C=C4)Br)F)OC. Drug 2: COC1=NC(=NC2=C1N=CN2C3C(C(C(O3)CO)O)O)N. Cell line: OVCAR-8. (2) Drug 1: C1=NC2=C(N=C(N=C2N1C3C(C(C(O3)CO)O)F)Cl)N. Drug 2: CC1=C2C(C(=O)C3(C(CC4C(C3C(C(C2(C)C)(CC1OC(=O)C(C(C5=CC=CC=C5)NC(=O)C6=CC=CC=C6)O)O)OC(=O)C7=CC=CC=C7)(CO4)OC(=O)C)O)C)OC(=O)C. Cell line: SK-MEL-28. Synergy scores: CSS=18.8, Synergy_ZIP=-3.22, Synergy_Bliss=5.08, Synergy_Loewe=-2.26, Synergy_HSA=-0.584. (3) Drug 1: CCC1(CC2CC(C3=C(CCN(C2)C1)C4=CC=CC=C4N3)(C5=C(C=C6C(=C5)C78CCN9C7C(C=CC9)(C(C(C8N6C=O)(C(=O)OC)O)OC(=O)C)CC)OC)C(=O)OC)O.OS(=O)(=O)O. Drug 2: CC=C1C(=O)NC(C(=O)OC2CC(=O)NC(C(=O)NC(CSSCCC=C2)C(=O)N1)C(C)C)C(C)C. Cell line: UO-31. Synergy scores: CSS=1.44, Synergy_ZIP=0.513, Synergy_Bliss=2.04, Synergy_Loewe=-0.231, Synergy_HSA=-0.0889.